From a dataset of Catalyst prediction with 721,799 reactions and 888 catalyst types from USPTO. Predict which catalyst facilitates the given reaction. (1) Reactant: [CH3:1][C:2]1[C:11]([C:12]2[S:13][C:14]([C:23]3[N:27]=[CH:26][N:25](C4CCCCO4)[N:24]=3)=[C:15]([C:17]3[CH:22]=[CH:21][CH:20]=[CH:19][CH:18]=3)[N:16]=2)=[C:5]2[CH:6]=[C:7]([OH:10])[CH:8]=[CH:9][N:4]2[N:3]=1.Cl[CH2:35][C:36]1[CH:37]=[CH:38][C:39]([C:42]([F:45])([F:44])[F:43])=[N:40][CH:41]=1.C(=O)([O-])[O-].[K+].[K+].CN(C=O)C. Product: [CH3:1][C:2]1[C:11]([C:12]2[S:13][C:14]([C:23]3[N:27]=[CH:26][NH:25][N:24]=3)=[C:15]([C:17]3[CH:18]=[CH:19][CH:20]=[CH:21][CH:22]=3)[N:16]=2)=[C:5]2[CH:6]=[C:7]([O:10][CH2:35][C:36]3[CH:41]=[N:40][C:39]([C:42]([F:45])([F:43])[F:44])=[CH:38][CH:37]=3)[CH:8]=[CH:9][N:4]2[N:3]=1. The catalyst class is: 161. (2) Reactant: [CH3:1][N:2]1[C:10]2[C:9](=[O:11])[NH:8][C:7]([CH3:12])=[N:6][C:5]=2[C:4]([CH2:13][CH2:14][CH3:15])=[N:3]1.[CH2:16]([O:18][C:19](=[O:39])[C:20]([O:24][C:25]1[CH:30]=[CH:29][CH:28]=[C:27]([CH2:31][CH2:32][CH2:33]OS(C)(=O)=O)[CH:26]=1)([CH3:23])[CH2:21][CH3:22])[CH3:17]. Product: [CH2:16]([O:18][C:19](=[O:39])[C:20]([O:24][C:25]1[CH:30]=[CH:29][CH:28]=[C:27]([CH2:31][CH2:32][CH2:33][N:8]2[C:9](=[O:11])[C:10]3[N:2]([CH3:1])[N:3]=[C:4]([CH2:13][CH2:14][CH3:15])[C:5]=3[N:6]=[C:7]2[CH3:12])[CH:26]=1)([CH3:23])[CH2:21][CH3:22])[CH3:17]. The catalyst class is: 42. (3) Reactant: [Cl:1][C:2]1[CH:7]=[C:6]([F:8])[CH:5]=[CH:4][C:3]=1[CH2:9][NH:10][C:11](=[O:24])[CH2:12][C:13]1[C:14]([CH3:23])=[N:15][N:16]([CH2:19][C:20](O)=[O:21])[C:17]=1[CH3:18].ClC(OCC(C)C)=O.CN1CCOCC1.[BH4-].[Na+].Cl. Product: [Cl:1][C:2]1[CH:7]=[C:6]([F:8])[CH:5]=[CH:4][C:3]=1[CH2:9][NH:10][C:11](=[O:24])[CH2:12][C:13]1[C:14]([CH3:23])=[N:15][N:16]([CH2:19][CH2:20][OH:21])[C:17]=1[CH3:18]. The catalyst class is: 30. (4) The catalyst class is: 5. Reactant: Cl[C:2]1[N:7]2[N:8]=[CH:9][CH:10]=[C:6]2[N:5]=[C:4]([CH:11]2[CH2:16][CH2:15][S:14][CH2:13][CH2:12]2)[CH:3]=1.[NH3:17]. Product: [S:14]1[CH2:15][CH2:16][CH:11]([C:4]2[CH:3]=[C:2]([NH2:17])[N:7]3[N:8]=[CH:9][CH:10]=[C:6]3[N:5]=2)[CH2:12][CH2:13]1. (5) Reactant: [CH3:1][C:2]1[C:6]([CH2:7][C:8]([OH:10])=O)=[C:5]([CH3:11])[O:4][N:3]=1.CCN=C=NCCCN(C)C.Cl.ON1C2C=CC=CC=2N=N1.C(N1CCOCC1)C.[Cl:42][C:43]1[CH:48]=[C:47]([F:49])[CH:46]=[CH:45][C:44]=1[CH2:50][NH2:51]. Product: [Cl:42][C:43]1[CH:48]=[C:47]([F:49])[CH:46]=[CH:45][C:44]=1[CH2:50][NH:51][C:8](=[O:10])[CH2:7][C:6]1[C:2]([CH3:1])=[N:3][O:4][C:5]=1[CH3:11]. The catalyst class is: 9. (6) Reactant: [Cl:1][C:2]1[CH:7]=[CH:6][C:5]([C:8]2[C:9]([C:14]([O:16]C)=[O:15])=[N:10][CH:11]=[CH:12][CH:13]=2)=[CH:4][C:3]=1[C:18]([NH:20][CH2:21][CH2:22][C:23]12[CH2:32][CH:27]3[CH2:28][CH:29]([CH2:31][CH:25]([CH2:26]3)[CH2:24]1)[CH2:30]2)=[O:19].[OH-].[K+].O.CO. The catalyst class is: 7. Product: [Cl:1][C:2]1[CH:7]=[CH:6][C:5]([C:8]2[C:9]([C:14]([OH:16])=[O:15])=[N:10][CH:11]=[CH:12][CH:13]=2)=[CH:4][C:3]=1[C:18]([NH:20][CH2:21][CH2:22][C:23]12[CH2:32][CH:27]3[CH2:26][CH:25]([CH2:31][CH:29]([CH2:28]3)[CH2:30]1)[CH2:24]2)=[O:19]. (7) Reactant: [CH2:1]([C@@:4]1([CH3:31])[CH2:9][C@H:8]([C:10]2[CH:15]=[CH:14][CH:13]=[C:12]([Cl:16])[CH:11]=2)[C@@H:7]([C:17]2[CH:22]=[CH:21][C:20]([Cl:23])=[CH:19][CH:18]=2)[N:6]([C@@H:24]([CH:27]2[CH2:29][CH2:28]2)[CH2:25][SH:26])[C:5]1=[O:30])[CH:2]=[CH2:3].Br[CH:33]([CH2:36][CH3:37])[CH2:34][CH3:35].[H-].[Na+]. Product: [CH2:1]([C@@:4]1([CH3:31])[CH2:9][C@H:8]([C:10]2[CH:15]=[CH:14][CH:13]=[C:12]([Cl:16])[CH:11]=2)[C@@H:7]([C:17]2[CH:18]=[CH:19][C:20]([Cl:23])=[CH:21][CH:22]=2)[N:6]([C@@H:24]([CH:27]2[CH2:29][CH2:28]2)[CH2:25][S:26][CH:33]([CH2:36][CH3:37])[CH2:34][CH3:35])[C:5]1=[O:30])[CH:2]=[CH2:3]. The catalyst class is: 3. (8) Reactant: [F:1][C:2]1[CH:7]=[CH:6][CH:5]=[C:4]([F:8])[C:3]=1[C:9]1[CH:10]=[C:11]2[C:15](=[CH:16][CH:17]=1)[NH:14][CH:13]=[CH:12]2.[OH-].[K+].C1C(=O)N([Br:27])C(=O)C1. Product: [Br:27][C:12]1[C:11]2[C:15](=[CH:16][CH:17]=[C:9]([C:3]3[C:2]([F:1])=[CH:7][CH:6]=[CH:5][C:4]=3[F:8])[CH:10]=2)[NH:14][CH:13]=1. The catalyst class is: 18. (9) The catalyst class is: 122. Product: [Cl:1][C:2]1[CH:10]=[CH:9][C:8]2[N:7](/[CH:18]=[C:19](\[C:21]3[CH:26]=[CH:25][CH:24]=[CH:23][C:22]=3[Cl:27])/[CH3:20])[C:6]3[CH2:11][CH2:12][N:13]([CH3:16])[CH2:14][CH2:15][C:5]=3[C:4]=2[CH:3]=1. Reactant: [Cl:1][C:2]1[CH:10]=[CH:9][C:8]2[NH:7][C:6]3[CH2:11][CH2:12][N:13]([CH3:16])[CH2:14][CH2:15][C:5]=3[C:4]=2[CH:3]=1.Br[CH:18]=[C:19]([C:21]1[CH:26]=[CH:25][CH:24]=[CH:23][C:22]=1[Cl:27])[CH3:20].N1CCC[C@H]1C(O)=O.[O-]P([O-])([O-])=O.[K+].[K+].[K+]. (10) Reactant: C(OC([N:8]1[CH2:13][CH2:12][N:11]([C:14](=[O:34])[CH2:15][CH2:16][CH2:17][CH2:18][CH:19]([C:27]2[CH:32]=[CH:31][C:30]([F:33])=[CH:29][CH:28]=2)[C:20]2[CH:25]=[CH:24][C:23]([F:26])=[CH:22][CH:21]=2)[CH2:10][CH2:9]1)=O)(C)(C)C.C(O)(C(F)(F)F)=O. Product: [F:26][C:23]1[CH:24]=[CH:25][C:20]([CH:19]([C:27]2[CH:28]=[CH:29][C:30]([F:33])=[CH:31][CH:32]=2)[CH2:18][CH2:17][CH2:16][CH2:15][C:14]([N:11]2[CH2:12][CH2:13][NH:8][CH2:9][CH2:10]2)=[O:34])=[CH:21][CH:22]=1. The catalyst class is: 2.